From a dataset of Forward reaction prediction with 1.9M reactions from USPTO patents (1976-2016). Predict the product of the given reaction. (1) Given the reactants [F:1][C:2]([F:19])([F:18])[C:3]([C:9]1[C:17]2[C:12](=[CH:13][CH:14]=[CH:15][CH:16]=2)[NH:11][CH:10]=1)([OH:8])[C:4]([F:7])([F:6])[F:5].[Cl:20][C:21]1[CH:22]=[C:23]([C:29]([F:32])([F:31])[F:30])[CH:24]=[C:25]([Cl:28])[C:26]=1F.C(=O)([O-])[O-].[K+].[K+].O.ClCCl, predict the reaction product. The product is: [Cl:20][C:21]1[CH:22]=[C:23]([C:29]([F:30])([F:31])[F:32])[CH:24]=[C:25]([Cl:28])[C:26]=1[N:11]1[C:12]2[C:17](=[CH:16][CH:15]=[CH:14][CH:13]=2)[C:9]([C:3]([OH:8])([C:2]([F:1])([F:18])[F:19])[C:4]([F:7])([F:6])[F:5])=[CH:10]1. (2) Given the reactants [F:1][C:2]1[C:3]([F:11])=[C:4]([CH:8]=[CH:9][N:10]=1)[C:5](O)=[O:6].O[N:13]1[C:17]2C=CC=CC=2N=N1.Cl.CN(C)CCCN=C=NCC.CN, predict the reaction product. The product is: [F:1][C:2]1[C:3]([F:11])=[C:4]([CH:8]=[CH:9][N:10]=1)[C:5]([NH:13][CH3:17])=[O:6]. (3) The product is: [Cl:9][C:7]1[S:8][C:4]2[CH:3]=[C:2]([NH:1][CH:13]([CH3:15])[CH3:12])[CH:11]=[CH:10][C:5]=2[N:6]=1. Given the reactants [NH2:1][C:2]1[CH:11]=[CH:10][C:5]2[N:6]=[C:7]([Cl:9])[S:8][C:4]=2[CH:3]=1.[CH3:12][C:13]([CH3:15])=O.C(O[BH-](OC(=O)C)OC(=O)C)(=O)C.[Na+].C(O)(=O)C, predict the reaction product. (4) Given the reactants [CH3:1][C:2]1[CH:7]=[CH:6][C:5]([CH3:8])=[CH:4][C:3]=1[NH:9][C:10]1[N:15]2[N:16]=[CH:17][C:18]([C:19]([O:21][CH2:22][CH3:23])=[O:20])=[C:14]2[N:13]=[CH:12][C:11]=1[C:24]([OH:26])=O.Cl.[F:28][C:29]1[CH:34]=[CH:33][C:32]2[C:35]3([CH2:41][O:42][C:31]=2[CH:30]=1)[CH2:40][CH2:39][NH:38][CH2:37][CH2:36]3, predict the reaction product. The product is: [CH3:1][C:2]1[CH:7]=[CH:6][C:5]([CH3:8])=[CH:4][C:3]=1[NH:9][C:10]1[N:15]2[N:16]=[CH:17][C:18]([C:19]([O:21][CH2:22][CH3:23])=[O:20])=[C:14]2[N:13]=[CH:12][C:11]=1[C:24]([N:38]1[CH2:39][CH2:40][C:35]2([C:32]3[CH:33]=[CH:34][C:29]([F:28])=[CH:30][C:31]=3[O:42][CH2:41]2)[CH2:36][CH2:37]1)=[O:26]. (5) Given the reactants [C:1]1([CH2:9][OH:10])C=CC=C(CO)C=1.[H-].[Al+3].[Li+].[H-].[H-].[H-].[C:17](Cl)(=[O:27])[C:18]1[CH:26]=[CH:25][CH:24]=[C:20]([C:21](Cl)=[O:22])[CH:19]=1, predict the reaction product. The product is: [CH:17]([O:10][CH:9]=[CH2:1])=[CH2:18].[C:18]1([CH2:17][OH:27])[CH:26]=[CH:25][CH:24]=[C:20]([CH2:21][OH:22])[CH:19]=1. (6) Given the reactants [CH3:13][C:12]([O:11][C:9](O[C:9]([O:11][C:12]([CH3:15])([CH3:14])[CH3:13])=[O:10])=[O:10])([CH3:15])[CH3:14].C([N:23]1[CH2:29][CH:28]2[C:30](=[O:31])[CH:25]([CH2:26][CH2:27]2)[CH2:24]1)C1C=CC=CC=1, predict the reaction product. The product is: [O:31]=[C:30]1[CH:28]2[CH2:27][CH2:26][CH:25]1[CH2:24][N:23]([C:9]([O:11][C:12]([CH3:13])([CH3:14])[CH3:15])=[O:10])[CH2:29]2.